Dataset: Full USPTO retrosynthesis dataset with 1.9M reactions from patents (1976-2016). Task: Predict the reactants needed to synthesize the given product. (1) Given the product [Si:13]([O:7][CH2:6][C:5]1[CH:8]=[C:9]([O:11][CH3:12])[CH:10]=[C:3]([O:2][CH3:1])[CH:4]=1)([C:26]([CH3:29])([CH3:28])[CH3:27])([C:20]1[CH:21]=[CH:22][CH:23]=[CH:24][CH:25]=1)[C:14]1[CH:19]=[CH:18][CH:17]=[CH:16][CH:15]=1, predict the reactants needed to synthesize it. The reactants are: [CH3:1][O:2][C:3]1[CH:4]=[C:5]([CH:8]=[C:9]([O:11][CH3:12])[CH:10]=1)[CH2:6][OH:7].[Si:13](Cl)([C:26]([CH3:29])([CH3:28])[CH3:27])([C:20]1[CH:25]=[CH:24][CH:23]=[CH:22][CH:21]=1)[C:14]1[CH:19]=[CH:18][CH:17]=[CH:16][CH:15]=1.N1C=CN=C1. (2) Given the product [F:30][C:31]([F:44])([F:43])[S:32]([O:13][C:4]1[CH:3]=[C:2]([CH3:1])[C:7]([Cl:8])=[CH:6][C:5]=1[C:9](=[O:12])[CH2:10][CH3:11])(=[O:34])=[O:33], predict the reactants needed to synthesize it. The reactants are: [CH3:1][C:2]1[C:7]([Cl:8])=[CH:6][C:5]([C:9](=[O:12])[CH2:10][CH3:11])=[C:4]([OH:13])[CH:3]=1.CN(C1C=CC=CN=1)C.C(N(CC)CC)C.[F:30][C:31]([F:44])([F:43])[S:32](O[S:32]([C:31]([F:44])([F:43])[F:30])(=[O:34])=[O:33])(=[O:34])=[O:33]. (3) Given the product [CH3:34][C:35]1([CH3:41])[O:40][CH2:39][CH2:38][N:37]([C:15]([N:13]2[CH2:14][CH:9]([C:6]3[CH:5]=[CH:4][C:3]([C:2]([F:1])([F:31])[F:32])=[CH:8][CH:7]=3)[CH2:10][CH:11]([C:27]([O:29][CH3:30])=[O:28])[CH2:12]2)=[O:16])[CH2:36]1, predict the reactants needed to synthesize it. The reactants are: [F:1][C:2]([F:32])([F:31])[C:3]1[CH:8]=[CH:7][C:6]([CH:9]2[CH2:14][N:13]([C:15](OC3C=CC([N+]([O-])=O)=CC=3)=[O:16])[CH2:12][CH:11]([C:27]([O:29][CH3:30])=[O:28])[CH2:10]2)=[CH:5][CH:4]=1.Cl.[CH3:34][C:35]1([CH3:41])[O:40][CH2:39][CH2:38][NH:37][CH2:36]1. (4) Given the product [Cl:15][C:11]1[C:12]([CH3:14])=[CH:13][C:8]2[N:7]=[C:19]([C:20]3[CH:25]=[CH:24][CH:23]=[C:22]([C:26]4[CH:31]=[CH:30][N:29]=[N:28][CH:27]=4)[CH:21]=3)[CH2:18][C:17](=[O:33])[NH:16][C:9]=2[CH:10]=1, predict the reactants needed to synthesize it. The reactants are: C(OC(=O)[NH:7][C:8]1[CH:13]=[C:12]([CH3:14])[C:11]([Cl:15])=[CH:10][C:9]=1[NH:16][C:17](=[O:33])[CH2:18][C:19](=O)[C:20]1[CH:25]=[CH:24][CH:23]=[C:22]([C:26]2[CH:31]=[CH:30][N:29]=[N:28][CH:27]=2)[CH:21]=1)(C)(C)C.C(O)(C(F)(F)F)=O. (5) Given the product [CH2:29]([O:28][C:25]1[CH:26]=[CH:27][C:22]([S:19]([C:6]2([C:4]([OH:5])=[O:3])[CH2:7][CH2:8][N:9]([CH2:12][C:13]3[CH:18]=[CH:17][N:16]=[CH:15][CH:14]=3)[CH2:10][CH2:11]2)(=[O:20])=[O:21])=[CH:23][CH:24]=1)[CH2:30][CH2:31][CH3:32], predict the reactants needed to synthesize it. The reactants are: C([O:3][C:4]([C:6]1([S:19]([C:22]2[CH:27]=[CH:26][C:25]([O:28][CH2:29][CH2:30][CH2:31][CH3:32])=[CH:24][CH:23]=2)(=[O:21])=[O:20])[CH2:11][CH2:10][N:9]([CH2:12][C:13]2[CH:18]=[CH:17][N:16]=[CH:15][CH:14]=2)[CH2:8][CH2:7]1)=[O:5])C.[OH-].[Na+].